This data is from Full USPTO retrosynthesis dataset with 1.9M reactions from patents (1976-2016). The task is: Predict the reactants needed to synthesize the given product. (1) Given the product [CH2:1]([N:8]1[C:12]([NH:13][CH:17]2[CH2:18][CH2:19][O:14][CH2:15][CH2:16]2)=[CH:11][CH:10]=[N:9]1)[C:2]1[CH:3]=[CH:4][CH:5]=[CH:6][CH:7]=1, predict the reactants needed to synthesize it. The reactants are: [CH2:1]([N:8]1[C:12]([NH2:13])=[CH:11][CH:10]=[N:9]1)[C:2]1[CH:7]=[CH:6][CH:5]=[CH:4][CH:3]=1.[O:14]1[CH2:19][CH2:18][C:17](=O)[CH2:16][CH2:15]1.C(O[BH-](OC(=O)C)OC(=O)C)(=O)C.[Na+]. (2) Given the product [OH:50][NH:11][C:9](=[O:10])[CH2:8][C:12]1([C:21]2[S:22][C:23]([C:26]3[CH:31]=[CH:30][C:29]([Cl:32])=[CH:28][CH:27]=3)=[CH:24][CH:25]=2)[S:18](=[O:20])(=[O:19])[CH2:17][CH2:16][N:15]([C:43](=[O:44])[C:42]2[CH:46]=[CH:47][CH:48]=[CH:49][C:41]=2[O:40][CH3:39])[CH2:14][CH2:13]1, predict the reactants needed to synthesize it. The reactants are: O1CCCCC1O[CH:8]([C:12]1([C:21]2[S:22][C:23]([C:26]3[CH:31]=[CH:30][C:29]([Cl:32])=[CH:28][CH:27]=3)=[CH:24][CH:25]=2)[S:18](=[O:20])(=[O:19])[CH2:17][CH2:16][NH:15][CH2:14][CH2:13]1)[C:9]([NH2:11])=[O:10].N1C=CC=CC=1.[CH3:39][O:40][C:41]1[CH:49]=[CH:48][CH:47]=[CH:46][C:42]=1[C:43](Cl)=[O:44].[OH2:50]. (3) Given the product [F:1][C:2]1[CH:7]=[C:6]([CH2:8][CH2:9][N+:10]([O-:12])=[O:11])[CH:5]=[CH:4][N:3]=1, predict the reactants needed to synthesize it. The reactants are: [F:1][C:2]1[CH:7]=[C:6]([CH:8]=[CH:9][N+:10]([O-:12])=[O:11])[CH:5]=[CH:4][N:3]=1.C(O)(=O)C.[BH4-].[Na+]. (4) Given the product [CH3:27][C:14]1[C:15]([B:18]2[O:22][C:21]([CH3:23])([CH3:24])[C:20]([CH3:25])([CH3:26])[O:19]2)=[C:16]([CH3:17])[N:12]([CH2:11][CH2:10][CH2:9][OH:8])[N:13]=1, predict the reactants needed to synthesize it. The reactants are: C([O:8][CH2:9][CH2:10][CH2:11][N:12]1[C:16]([CH3:17])=[C:15]([B:18]2[O:22][C:21]([CH3:24])([CH3:23])[C:20]([CH3:26])([CH3:25])[O:19]2)[C:14]([CH3:27])=[N:13]1)C1C=CC=CC=1.C(OP(CC1C=CC(NC2N=C(NC3C=CC(C4C=C(C(OC)=O)N(CCCO)C=4)=NC=3C(=O)NC)C(C(F)(F)F)=CN=2)=C(OC)C=1)(O)=O)C.